This data is from Peptide-MHC class I binding affinity with 185,985 pairs from IEDB/IMGT. The task is: Regression. Given a peptide amino acid sequence and an MHC pseudo amino acid sequence, predict their binding affinity value. This is MHC class I binding data. The peptide sequence is WLGWGHAWV. The MHC is HLA-B18:01 with pseudo-sequence HLA-B18:01. The binding affinity (normalized) is 0.0847.